This data is from Forward reaction prediction with 1.9M reactions from USPTO patents (1976-2016). The task is: Predict the product of the given reaction. (1) Given the reactants [NH2:1][C:2]1[CH:3]=[C:4]([C@@H:21]2[CH2:23][C@@H:22]2[C:24]([O:26][CH2:27][CH3:28])=[O:25])[CH:5]=[CH:6][C:7]=1[N:8]([CH:15]1[CH2:20][CH2:19][CH2:18][CH2:17][CH2:16]1)[CH2:9][CH2:10][C:11]([F:14])([F:13])[F:12].[C:29](Cl)(=O)[O:30]C1C=CC([N+]([O-])=O)=CC=1.[NH2:42][C:43]1[CH:48]=[CH:47][C:46]([CH3:49])=[CH:45][CH:44]=1.C(N(CC)CC)C, predict the reaction product. The product is: [CH:15]1([N:8]([CH2:9][CH2:10][C:11]([F:12])([F:13])[F:14])[C:7]2[CH:6]=[CH:5][C:4]([C@@H:21]3[CH2:23][C@@H:22]3[C:24]([O:26][CH2:27][CH3:28])=[O:25])=[CH:3][C:2]=2[NH:1][C:29]([NH:42][C:43]2[CH:48]=[CH:47][C:46]([CH3:49])=[CH:45][CH:44]=2)=[O:30])[CH2:20][CH2:19][CH2:18][CH2:17][CH2:16]1. (2) Given the reactants [CH2:1]([O:8][C:9]1[CH:10]=[C:11]2[C:15](=[CH:16][CH:17]=1)[C:14](=[O:18])[N:13]([C:19]1[CH:24]=[CH:23][C:22]([O:25][CH2:26][C:27]3[CH:32]=[CH:31][CH:30]=[CH:29][CH:28]=3)=[CH:21][CH:20]=1)[C:12]2=[O:33])[C:2]1[CH:7]=[CH:6][CH:5]=[CH:4][CH:3]=1.[CH2:34]([Mg]Br)[CH3:35].[Cl-].[NH4+], predict the reaction product. The product is: [CH2:1]([O:8][C:9]1[CH:10]=[C:11]2[C:15](=[CH:16][CH:17]=1)[C:14](=[O:18])[N:13]([C:19]1[CH:24]=[CH:23][C:22]([O:25][CH2:26][C:27]3[CH:28]=[CH:29][CH:30]=[CH:31][CH:32]=3)=[CH:21][CH:20]=1)[C:12]2([CH2:34][CH3:35])[OH:33])[C:2]1[CH:7]=[CH:6][CH:5]=[CH:4][CH:3]=1. (3) Given the reactants [Cl:1][C:2]1[N:7]=[CH:6][C:5]([CH2:8][NH2:9])=[CH:4][CH:3]=1.[CH3:10][S:11](Cl)=[O:12], predict the reaction product. The product is: [Cl:1][C:2]1[N:7]=[CH:6][C:5]([CH2:8][NH:9][S:11]([CH3:10])=[O:12])=[CH:4][CH:3]=1. (4) Given the reactants [I:1][CH2:2][CH2:3][CH2:4][C:5]([C:7]1[CH:12]=[CH:11][C:10]([C:13]([CH3:18])([CH3:17])[C:14]([OH:16])=[O:15])=[CH:9][CH:8]=1)=[O:6].[CH3:19]COCC, predict the reaction product. The product is: [I:1][CH2:2][CH2:3][CH2:4][C:5]([C:7]1[CH:12]=[CH:11][C:10]([C:13]([CH3:18])([CH3:17])[C:14]([O:16][CH3:19])=[O:15])=[CH:9][CH:8]=1)=[O:6]. (5) Given the reactants C(N(CC)CC)C.[C:8]([C:10]1[CH:15]=[CH:14][C:13]([C:16]2[CH:21]=[CH:20][C:19]([O:22][C:23](=[O:43])[C:24]3[CH:29]=[CH:28][C:27]([O:30][CH2:31][CH2:32][CH2:33][CH2:34][CH2:35][CH2:36][O:37][C:38](=[O:42])[CH2:39][CH2:40]Cl)=[CH:26][CH:25]=3)=[CH:18][C:17]=2[CH3:44])=[CH:12][CH:11]=1)#[N:9], predict the reaction product. The product is: [C:8]([C:10]1[CH:15]=[CH:14][C:13]([C:16]2[CH:21]=[CH:20][C:19]([O:22][C:23](=[O:43])[C:24]3[CH:29]=[CH:28][C:27]([O:30][CH2:31][CH2:32][CH2:33][CH2:34][CH2:35][CH2:36][O:37][C:38](=[O:42])[CH:39]=[CH2:40])=[CH:26][CH:25]=3)=[CH:18][C:17]=2[CH3:44])=[CH:12][CH:11]=1)#[N:9]. (6) Given the reactants [C:1]1([C:7]2([C:14]3[CH:19]=[CH:18][CH:17]=[CH:16][CH:15]=3)[NH:11][C:10](=[O:12])[NH:9][C:8]2=[O:13])[CH:6]=[CH:5][CH:4]=[CH:3][CH:2]=1.C([O-])([O-])=O.[K+].[K+].[CH3:26][N:27]1[CH:31]2[CH2:32][CH:33](O)[CH2:34][CH:28]1[CH2:29][CH2:30]2, predict the reaction product. The product is: [CH3:26][N:27]1[CH:31]2[CH2:30][CH2:29][CH:28]1[CH2:34][CH:33]([N:9]1[C:8](=[O:13])[C:7]([C:1]3[CH:6]=[CH:5][CH:4]=[CH:3][CH:2]=3)([C:14]3[CH:15]=[CH:16][CH:17]=[CH:18][CH:19]=3)[NH:11][C:10]1=[O:12])[CH2:32]2. (7) Given the reactants [CH3:1][C:2]([O:9][C:10]1[CH:15]=[CH:14][C:13]([CH2:16][CH2:17][NH:18][CH2:19][C:20]2[CH:25]=[CH:24][C:23]([C:26]([F:29])([F:28])[F:27])=[CH:22][CH:21]=2)=[CH:12][CH:11]=1)([CH3:8])[C:3]([O:5][CH2:6][CH3:7])=[O:4].[CH2:30]([N:32](CC)CC)C.N#CBr, predict the reaction product. The product is: [C:30]([N:18]([CH2:19][C:20]1[CH:21]=[CH:22][C:23]([C:26]([F:27])([F:28])[F:29])=[CH:24][CH:25]=1)[CH2:17][CH2:16][C:13]1[CH:14]=[CH:15][C:10]([O:9][C:2]([CH3:1])([CH3:8])[C:3]([O:5][CH2:6][CH3:7])=[O:4])=[CH:11][CH:12]=1)#[N:32]. (8) The product is: [Cl:1][C:2]1[C:3]([C:14]2[CH:19]=[C:18]([Cl:20])[CH:17]=[CH:16][C:15]=2[C:21]#[N:22])=[CH:4][C:5](=[O:13])[N:6]([CH:8]([CH3:12])[C:9]([NH:23][C:24]2[CH:29]=[CH:28][C:27]([C:30]3[N:34]([C:35]([O:37][C:38]([CH3:40])([CH3:39])[CH3:41])=[O:36])[NH:33][C:32](=[O:42])[CH:31]=3)=[CH:26][CH:25]=2)=[O:10])[CH:7]=1. Given the reactants [Cl:1][C:2]1[C:3]([C:14]2[CH:19]=[C:18]([Cl:20])[CH:17]=[CH:16][C:15]=2[C:21]#[N:22])=[CH:4][C:5](=[O:13])[N:6]([CH:8]([CH3:12])[C:9](O)=[O:10])[CH:7]=1.[NH2:23][C:24]1[CH:29]=[CH:28][C:27]([C:30]2[N:34]([C:35]([O:37][C:38]([CH3:41])([CH3:40])[CH3:39])=[O:36])[NH:33][C:32](=[O:42])[CH:31]=2)=[CH:26][CH:25]=1, predict the reaction product.